From a dataset of Aqueous solubility values for 9,982 compounds from the AqSolDB database. Regression/Classification. Given a drug SMILES string, predict its absorption, distribution, metabolism, or excretion properties. Task type varies by dataset: regression for continuous measurements (e.g., permeability, clearance, half-life) or binary classification for categorical outcomes (e.g., BBB penetration, CYP inhibition). For this dataset (solubility_aqsoldb), we predict Y. (1) The drug is Cc1cc(C)nc(N)n1. The Y is -0.488 log mol/L. (2) The molecule is Nc1ccc(F)cc1. The Y is -0.527 log mol/L.